This data is from Catalyst prediction with 721,799 reactions and 888 catalyst types from USPTO. The task is: Predict which catalyst facilitates the given reaction. Product: [CH3:2][CH2:1][O:3][C:4]([C:6]1([CH3:20])[CH2:11][N:10]([C:22]([O:24][C:25]([CH3:28])([CH3:27])[CH3:26])=[O:21])[C:9]2[CH:12]=[C:13]([Cl:19])[C:14]([N+:16]([O-:18])=[O:17])=[CH:15][C:8]=2[O:7]1)=[O:5]. The catalyst class is: 230. Reactant: [CH2:1]([O:3][C:4]([C:6]1([CH3:20])[CH2:11][NH:10][C:9]2[CH:12]=[C:13]([Cl:19])[C:14]([N+:16]([O-:18])=[O:17])=[CH:15][C:8]=2[O:7]1)=[O:5])[CH3:2].[O:21](C(OC(C)(C)C)=O)[C:22]([O:24][C:25]([CH3:28])([CH3:27])[CH3:26])=O.